This data is from Forward reaction prediction with 1.9M reactions from USPTO patents (1976-2016). The task is: Predict the product of the given reaction. (1) Given the reactants [C:1](=[O:14])([O:5][CH2:6][C:7]([O:9][C:10]([CH3:13])([CH3:12])[CH3:11])=[O:8])[O:2][CH2:3]Cl.[I-:15].[Na+], predict the reaction product. The product is: [C:1](=[O:14])([O:5][CH2:6][C:7]([O:9][C:10]([CH3:13])([CH3:12])[CH3:11])=[O:8])[O:2][CH2:3][I:15]. (2) Given the reactants [CH3:1][N:2]([CH3:23])[CH:3]1[CH2:7][CH2:6][N:5]([C:8]2[CH:13]=[CH:12][C:11]([NH:14][C:15]([CH:17]3[CH2:22][CH2:21][NH:20][CH2:19][CH2:18]3)=[O:16])=[CH:10][CH:9]=2)[CH2:4]1.Cl[C:25]1[CH:30]=[CH:29][CH:28]=[CH:27][N:26]=1, predict the reaction product. The product is: [CH3:1][N:2]([CH3:23])[CH:3]1[CH2:7][CH2:6][N:5]([C:8]2[CH:9]=[CH:10][C:11]([NH:14][C:15]([CH:17]3[CH2:22][CH2:21][N:20]([C:25]4[CH:30]=[CH:29][CH:28]=[CH:27][N:26]=4)[CH2:19][CH2:18]3)=[O:16])=[CH:12][CH:13]=2)[CH2:4]1. (3) Given the reactants [CH:1]1([C:7]2[CH:40]=[CH:39][C:10]([CH2:11][N:12](C3C=CC(CP(=O)(O)O)=CC=3)[C:13](=[O:27])[C:14]3[CH:19]=[CH:18][C:17]([O:20][C:21]4[CH:26]=[CH:25][CH:24]=[CH:23][CH:22]=4)=[CH:16][CH:15]=3)=[CH:9][CH:8]=2)[CH2:6][CH2:5][CH2:4][CH2:3][CH2:2]1.C1(C2C=CC(CN([C:68]3[CH:82]=[CH:81][C:71]([CH2:72][P:73](=[O:80])([O:77]CC)[O:74]CC)=[CH:70][CH:69]=3)C(=O)C3C=CC(OC4C=CC=CC=4)=CC=3)=CC=2)CCCCC1.Br[Si](C)(C)C.C(Cl)Cl.CO, predict the reaction product. The product is: [CH:1]1([C:7]2[CH:8]=[CH:9][C:10]([CH2:11][N:12]([C:69]3[CH:70]=[C:71]([CH:81]=[CH:82][CH:68]=3)[CH2:72][P:73](=[O:74])([OH:77])[OH:80])[C:13](=[O:27])[C:14]3[CH:15]=[CH:16][C:17]([O:20][C:21]4[CH:22]=[CH:23][CH:24]=[CH:25][CH:26]=4)=[CH:18][CH:19]=3)=[CH:39][CH:40]=2)[CH2:2][CH2:3][CH2:4][CH2:5][CH2:6]1. (4) Given the reactants [OH:1][C:2]1[CH:3]=[CH:4][C:5]2[C:17](=[O:18])[C:16]3[C:15]4[C:10](=[CH:11][C:12]([S:19]([CH2:22][CH2:23][C:24]5[CH:29]=[CH:28][CH:27]=[CH:26][CH:25]=5)(=[O:21])=[O:20])=[CH:13][CH:14]=4)[NH:9][C:8]=3[C:7]([CH3:31])([CH3:30])[C:6]=2[CH:32]=1.[C:33]([SiH2]OC(C)(C)[C@@H]1OC(C)(C)O[C@@H]1CO)(C)([CH3:35])[CH3:34].C1C=CC(P(C2C=CC=CC=2)C2C=CC=CC=2)=CC=1.CC(OC(/N=N/C(OC(C)C)=O)=O)C.C12(CS(O)(=O)=O)C(C)(C)C(CC1)CC2=O, predict the reaction product. The product is: [CH:33]([O:1][C:2]1[CH:3]=[CH:4][C:5]2[C:17](=[O:18])[C:16]3[C:15]4[C:10](=[CH:11][C:12]([S:19]([CH2:22][CH2:23][C:24]5[CH:25]=[CH:26][CH:27]=[CH:28][CH:29]=5)(=[O:21])=[O:20])=[CH:13][CH:14]=4)[NH:9][C:8]=3[C:7]([CH3:30])([CH3:31])[C:6]=2[CH:32]=1)([CH3:35])[CH3:34]. (5) Given the reactants [CH:1]1[C:13]2[CH:12]([CH2:14][CH2:15][CH:16]3[C:28]4[CH:27]=[CH:26][CH:25]=[CH:24][C:23]=4[C:22]4[C:17]3=[CH:18][CH:19]=[CH:20][CH:21]=4)[C:11]3[C:6](=[CH:7][CH:8]=[CH:9][CH:10]=3)[C:5]=2[CH:4]=[CH:3][CH:2]=1.[OH-:29].[CH2:30]([N+](C)(C)C)[C:31]1[CH:36]=CC=C[CH:32]=1.[C:41]([O:46][CH3:47])(=[O:45])[C:42]([CH3:44])=[CH2:43].Cl.CN(C)[CH:51]=[O:52], predict the reaction product. The product is: [CH3:51][O:52][C:36]([CH:31]([CH3:30])[CH2:32][C:12]1([CH2:14][CH2:15][C:16]2([CH2:43][CH:42]([C:41]([O:46][CH3:47])=[O:45])[CH3:44])[C:28]3[CH:27]=[CH:26][CH:25]=[CH:24][C:23]=3[C:22]3[C:17]2=[CH:18][CH:19]=[CH:20][CH:21]=3)[C:13]2[CH:1]=[CH:2][CH:3]=[CH:4][C:5]=2[C:6]2[C:11]1=[CH:10][CH:9]=[CH:8][CH:7]=2)=[O:29]. (6) Given the reactants C(Cl)Cl.[NH:4](C(OC(C)(C)C)=O)[C@H:5]([C:11]([O:13]C(C)(C)C)=[O:12])[CH2:6][CH2:7][C:8](=[O:10])O.Cl.C1N=CN(C(N2C=NC=C2)=O)C=1.[NH2:38][C:39]1[CH:40]=[C:41]([Cl:50])[C:42]([CH3:49])=[C:43]([S:45]([OH:48])(=[O:47])=[O:46])[CH:44]=1, predict the reaction product. The product is: [Cl:50][C:41]1[CH:40]=[C:39]([NH:38][C:8](=[O:10])[CH2:7][CH2:6][C@@H:5]([C:11]([OH:13])=[O:12])[NH2:4])[CH:44]=[C:43]([S:45]([OH:48])(=[O:47])=[O:46])[C:42]=1[CH3:49]. (7) Given the reactants C([O:4][C:5]1[CH:14]=[CH:13][C:12]2[C:7](=[CH:8][CH:9]=[CH:10][CH:11]=2)[C:6]=1[CH2:15][NH:16][C:17]([C:19]1[C:24]2[O:25][C:26]3[C@@:27]([CH3:37])([C:28](=[O:36])[C:29]([C:33](=[O:35])[CH3:34])=[C:30]([OH:32])[CH:31]=3)[C:23]=2[C:22]([OH:38])=[CH:21][C:20]=1[O:39][CH3:40])=[O:18])(=O)C.C(=O)([O-])[O-].[K+].[K+].Cl, predict the reaction product. The product is: [C:33]([C:29]1[C:28](=[O:36])[C@@:27]2([CH3:37])[C:23]3[C:22]([OH:38])=[CH:21][C:20]([O:39][CH3:40])=[C:19]([C:17]([NH:16][CH2:15][C:6]4[C:7]5[C:12](=[CH:11][CH:10]=[CH:9][CH:8]=5)[CH:13]=[CH:14][C:5]=4[OH:4])=[O:18])[C:24]=3[O:25][C:26]2=[CH:31][C:30]=1[OH:32])(=[O:35])[CH3:34].